This data is from Full USPTO retrosynthesis dataset with 1.9M reactions from patents (1976-2016). The task is: Predict the reactants needed to synthesize the given product. (1) Given the product [CH3:1][C:2]1[C:6]2[CH:7]=[CH:8][C:9]([C:11]([F:13])([F:12])[F:14])=[CH:10][C:5]=2[S:4][C:3]=1[CH:15]([CH2:32][CH2:33][CH2:34][CH3:35])[CH2:16][CH2:17][O:18][C:19]1[CH:20]=[CH:21][C:22]([CH2:25][CH2:26][C:27]([OH:29])=[O:28])=[CH:23][CH:24]=1, predict the reactants needed to synthesize it. The reactants are: [CH3:1][C:2]1[C:6]2[CH:7]=[CH:8][C:9]([C:11]([F:14])([F:13])[F:12])=[CH:10][C:5]=2[S:4][C:3]=1[CH:15]([CH2:32][CH2:33][CH2:34][CH3:35])[CH2:16][CH2:17][O:18][C:19]1[CH:24]=[CH:23][C:22]([CH2:25][CH2:26][C:27]([O:29]CC)=[O:28])=[CH:21][CH:20]=1.[OH-].[Na+]. (2) Given the product [F:1][C:2]1[C:7]([N+:18]([O-:20])=[O:19])=[CH:6][C:5]([S:8]([Cl:11])(=[O:10])=[O:9])=[C:4]([CH3:12])[CH:3]=1, predict the reactants needed to synthesize it. The reactants are: [F:1][C:2]1[CH:7]=[CH:6][C:5]([S:8]([Cl:11])(=[O:10])=[O:9])=[C:4]([CH3:12])[CH:3]=1.S(=O)(=O)(O)O.[N+:18]([O-])([OH:20])=[O:19]. (3) Given the product [CH3:1][N:2]1[C:10]2[C:5](=[CH:6][C:7]([NH2:11])=[CH:8][CH:9]=2)[C:4]([CH3:14])=[N:3]1, predict the reactants needed to synthesize it. The reactants are: [CH3:1][N:2]1[C:10]2[C:5](=[CH:6][C:7]([N+:11]([O-])=O)=[CH:8][CH:9]=2)[C:4]([CH3:14])=[N:3]1. (4) Given the product [Cl:28][C:29]1[CH:35]=[C:34]([CH3:36])[CH:33]=[CH:32][C:30]=1[NH:31][C:23]([C:15]1[C:16]2[O:20][C:19]([CH3:21])([CH3:22])[CH2:18][C:17]=2[C:11]2[NH:10][C:9]([NH:8][C:7]3[C:2]([Cl:1])=[CH:3][N:4]=[CH:5][C:6]=3[Cl:27])=[N:13][C:12]=2[CH:14]=1)=[O:25], predict the reactants needed to synthesize it. The reactants are: [Cl:1][C:2]1[CH:3]=[N:4][CH:5]=[C:6]([Cl:27])[C:7]=1[NH:8][C:9]1[NH:10][C:11]2[C:17]3[CH2:18][C:19]([CH3:22])([CH3:21])[O:20][C:16]=3[C:15]([C:23]([O:25]C)=O)=[CH:14][C:12]=2[N:13]=1.[Cl:28][C:29]1[CH:35]=[C:34]([CH3:36])[CH:33]=[CH:32][C:30]=1[NH2:31].C[Al](C)C. (5) The reactants are: C(OC(N1[CH2:13][CH2:12][N:11]([C:14](=[O:27])[CH2:15][CH2:16][C:17]2[C:25]3[C:24](=[O:26])[CH2:23][CH2:22][CH2:21][C:20]=3[NH:19][CH:18]=2)[CH2:10][CH2:9]1)=O)(C)(C)C.N1CC[CH:31]([OH:34])CC1. Given the product [OH:34][CH:31]1[CH2:9][CH2:10][N:11]([C:14](=[O:27])[CH2:15][CH2:16][C:17]2[C:25]3[C:24](=[O:26])[CH2:23][CH2:22][CH2:21][C:20]=3[NH:19][CH:18]=2)[CH2:12][CH2:13]1, predict the reactants needed to synthesize it. (6) Given the product [Br:1][C:2]1[N:10]([CH2:24][C:25]#[C:26][CH3:27])[C:9]2[C:8](=[O:11])[NH:7][CH:6]=[N:5][C:4]=2[C:3]=1[C:12]#[N:13], predict the reactants needed to synthesize it. The reactants are: [Br:1][C:2]1[NH:10][C:9]2[C:8](=[O:11])[NH:7][CH:6]=[N:5][C:4]=2[C:3]=1[C:12]#[N:13].CCN(C(C)C)C(C)C.Br[CH2:24][C:25]#[C:26][CH3:27]. (7) The reactants are: Cl[C:2]1[C:11]2[C:6](=[CH:7][C:8]([O:14][CH3:15])=[C:9]([O:12][CH3:13])[CH:10]=2)[N:5]=[CH:4][CH:3]=1.[F:16][C:17]1[CH:18]=[C:19]([C:24]2[C:25](=[O:38])[N:26]([CH2:30][C:31]3[CH:36]=[CH:35][CH:34]=[CH:33][C:32]=3[CH3:37])[CH:27]=[N:28][CH:29]=2)[CH:20]=[CH:21][C:22]=1[OH:23]. Given the product [CH3:13][O:12][C:9]1[CH:10]=[C:11]2[C:6](=[CH:7][C:8]=1[O:14][CH3:15])[N:5]=[CH:4][CH:3]=[C:2]2[O:23][C:22]1[CH:21]=[CH:20][C:19]([C:24]2[C:25](=[O:38])[N:26]([CH2:30][C:31]3[CH:36]=[CH:35][CH:34]=[CH:33][C:32]=3[CH3:37])[CH:27]=[N:28][CH:29]=2)=[CH:18][C:17]=1[F:16], predict the reactants needed to synthesize it.